Dataset: Forward reaction prediction with 1.9M reactions from USPTO patents (1976-2016). Task: Predict the product of the given reaction. (1) Given the reactants [CH:1]([Mg]Br)=[CH2:2].[Br:5][CH2:6][CH2:7][CH2:8][CH2:9][Si:10]([CH3:15])([CH3:14])OCC, predict the reaction product. The product is: [Br:5][CH2:6][CH2:7][CH2:8][CH2:9][Si:10]([CH3:15])([CH3:14])[CH:1]=[CH2:2]. (2) Given the reactants [NH2:1][C@@H:2]([C:7]([OH:9])=[O:8])[C@@H:3]([CH2:5][CH3:6])[CH3:4].[CH2:10]([S:17](Cl)(=[O:19])=[O:18])[C:11]1[CH:16]=[CH:15][CH:14]=[CH:13][CH:12]=1.Cl, predict the reaction product. The product is: [CH2:10]([S:17]([NH:1][C@@H:2]([C:7]([OH:9])=[O:8])[C@@H:3]([CH2:5][CH3:6])[CH3:4])(=[O:19])=[O:18])[C:11]1[CH:16]=[CH:15][CH:14]=[CH:13][CH:12]=1.